This data is from Peptide-MHC class II binding affinity with 134,281 pairs from IEDB. The task is: Regression. Given a peptide amino acid sequence and an MHC pseudo amino acid sequence, predict their binding affinity value. This is MHC class II binding data. (1) The peptide sequence is NPYRTWHYCGSYVTK. The MHC is DRB1_1301 with pseudo-sequence DRB1_1301. The binding affinity (normalized) is 0.655. (2) The peptide sequence is AEQFKQKALGLLQTASRQAE. The MHC is DRB1_0301 with pseudo-sequence DRB1_0301. The binding affinity (normalized) is 0. (3) The peptide sequence is IGRIAETILGYNPSA. The MHC is HLA-DQA10102-DQB10602 with pseudo-sequence HLA-DQA10102-DQB10602. The binding affinity (normalized) is 0.403. (4) The peptide sequence is SQDLWLSWNLNGLQAY. The MHC is DRB1_0802 with pseudo-sequence DRB1_0802. The binding affinity (normalized) is 0.415. (5) The peptide sequence is YDKFLAVVSTVLTGK. The MHC is DRB1_0101 with pseudo-sequence DRB1_0101. The binding affinity (normalized) is 0.816. (6) The peptide sequence is VDGRGNYNTDLLPDW. The MHC is DRB1_0301 with pseudo-sequence DRB1_0301. The binding affinity (normalized) is 0.213. (7) The peptide sequence is TNTFVLKKEVSETQH. The MHC is DRB1_1501 with pseudo-sequence DRB1_1501. The binding affinity (normalized) is 0.228.